From a dataset of Forward reaction prediction with 1.9M reactions from USPTO patents (1976-2016). Predict the product of the given reaction. Given the reactants [CH2:1]([O:3][CH:4]([O:32][CH2:33][CH3:34])[CH2:5][O:6][CH:7]([CH:11]([CH2:24][C:25]1[CH:30]=[CH:29][C:28]([F:31])=[CH:27][CH:26]=1)[CH:12]([O:14][CH2:15][C:16]1[CH:21]=[CH:20][C:19]([O:22][CH3:23])=[CH:18][CH:17]=1)[CH3:13])[CH2:8][CH2:9][OH:10])[CH3:2].[H-].[Na+].[CH3:37]I, predict the reaction product. The product is: [CH2:1]([O:3][CH:4]([O:32][CH2:33][CH3:34])[CH2:5][O:6][C@H:7]([CH2:8][CH2:9][O:10][CH3:37])[C@@H:11]([CH2:24][C:25]1[CH:30]=[CH:29][C:28]([F:31])=[CH:27][CH:26]=1)[C@@H:12]([O:14][CH2:15][C:16]1[CH:17]=[CH:18][C:19]([O:22][CH3:23])=[CH:20][CH:21]=1)[CH3:13])[CH3:2].